The task is: Predict which catalyst facilitates the given reaction.. This data is from Catalyst prediction with 721,799 reactions and 888 catalyst types from USPTO. Reactant: [I:1][C:2]1[CH:3]=[C:4]2[C:8](=[CH:9][CH:10]=1)[NH:7][N:6]=[CH:5]2.F[B-](F)(F)F.[CH3:16][O+](C)C. Product: [I:1][C:2]1[CH:10]=[CH:9][C:8]2[C:4](=[CH:5][N:6]([CH3:16])[N:7]=2)[CH:3]=1. The catalyst class is: 25.